Dataset: Catalyst prediction with 721,799 reactions and 888 catalyst types from USPTO. Task: Predict which catalyst facilitates the given reaction. Reactant: [CH3:1][NH:2][C:3]([NH2:5])=[O:4].N#N.[H-].[Na+].[F:10][C:11]1[CH:12]=[C:13]([CH:25]=[CH:26][CH:27]=1)[CH2:14][C:15]([CH3:24])([C:20]([O:22]C)=O)[C:16]([O:18]C)=O. Product: [F:10][C:11]1[CH:12]=[C:13]([CH:25]=[CH:26][CH:27]=1)[CH2:14][C:15]1([CH3:24])[C:16](=[O:18])[N:2]([CH3:1])[C:3](=[O:4])[NH:5][C:20]1=[O:22]. The catalyst class is: 3.